This data is from Full USPTO retrosynthesis dataset with 1.9M reactions from patents (1976-2016). The task is: Predict the reactants needed to synthesize the given product. Given the product [N:13]1[N:6]2[CH:7]=[C:2]([OH:1])[CH:3]=[CH:4][C:5]2=[CH:15][CH:14]=1, predict the reactants needed to synthesize it. The reactants are: [OH:1][C:2]1[CH:3]=[CH:4][C:5]2[N:6]([N:13]=[CH:14][CH:15]=2)[C:7]=1C(OCC)=O.[OH-].[Na+].Cl.C(=O)(O)[O-].[Na+].